From a dataset of Forward reaction prediction with 1.9M reactions from USPTO patents (1976-2016). Predict the product of the given reaction. The product is: [Cl:31][C:27]1[CH:26]=[C:25]([C@H:23]([NH:22][CH:20]([C:15]2[CH:16]=[C:17]([O:18][CH3:19])[N:13]([C:10]3[CH:11]=[CH:12][C:7]([C:1]#[N:2])=[CH:8][CH:9]=3)[N:14]=2)[CH3:21])[CH3:24])[CH:30]=[CH:29][CH:28]=1. Given the reactants [CH3:1][N:2](C=O)C.Br[C:7]1[CH:12]=[CH:11][C:10]([N:13]2[C:17]([O:18][CH3:19])=[CH:16][C:15]([CH:20]([NH:22][C@@H:23]([C:25]3[CH:30]=[CH:29][CH:28]=[C:27]([Cl:31])[CH:26]=3)[CH3:24])[CH3:21])=[N:14]2)=[CH:9][CH:8]=1, predict the reaction product.